Dataset: Catalyst prediction with 721,799 reactions and 888 catalyst types from USPTO. Task: Predict which catalyst facilitates the given reaction. (1) Reactant: [NH2:1][C:2]1[C:22]([Cl:23])=[CH:21][C:5]([C:6]([NH:8][C@H:9]2[CH2:14][CH2:13][N:12]([CH2:15][CH2:16][C:17]#[N:18])[CH2:11][C@H:10]2[O:19][CH3:20])=[O:7])=[C:4](OC)[CH:3]=1.Cl.[NH2:27][OH:28].[C:29](=[O:32])(O)[O-].[Na+]. Product: [NH2:1][C:2]1[C:22]([Cl:23])=[CH:21][C:5]([C:6]([NH:8][C@H:9]2[CH2:14][CH2:13][N:12]([CH2:15][CH2:16][C:17]([NH2:18])=[N:27][OH:28])[CH2:11][C@H:10]2[O:19][CH3:20])=[O:7])=[C:4]([O:32][CH3:29])[CH:3]=1. The catalyst class is: 8. (2) Reactant: [CH3:1][C:2]1[C:6]([C:7]2[CH:8]=[C:9]([CH:26]=[O:27])[C:10]3[N:14]=[C:13]([O:15]CC)[N:12](C(OC(C)(C)C)=O)[C:11]=3[CH:25]=2)=[C:5]([CH3:28])[O:4][N:3]=1.[F:29][C:30]([F:36])([F:35])[C:31]([F:34])([F:33])I.CN(C=O)C.CN(C(N(C)C)=C(N(C)C)N(C)C)C. Product: [CH3:1][C:2]1[C:6]([C:7]2[CH:8]=[C:9]([CH:26]([OH:27])[C:31]([F:34])([F:33])[C:30]([F:36])([F:35])[F:29])[C:10]3[NH:14][C:13](=[O:15])[NH:12][C:11]=3[CH:25]=2)=[C:5]([CH3:28])[O:4][N:3]=1. The catalyst class is: 13. (3) Reactant: [Br:1][C:2]1[C:3]([OH:13])=[CH:4][C:5]([Cl:12])=[C:6]([CH:11]=1)[C:7]([O:9][CH3:10])=[O:8].O.[OH-].[Li+].S(OC)(O[CH3:21])(=O)=O. Product: [Br:1][C:2]1[C:3]([O:13][CH3:21])=[CH:4][C:5]([Cl:12])=[C:6]([CH:11]=1)[C:7]([O:9][CH3:10])=[O:8]. The catalyst class is: 49. (4) Reactant: [Cl:1][C:2]1[C:7](NC(=O)C)=[CH:6][CH:5]=[C:4]([Cl:12])[N:3]=1.[N:13]1C=CC=C[CH:14]=1.FC(F)(F)C(OC(=O)C(F)(F)F)=O. Product: [Cl:1][C:2]1[C:7]([C:14]#[N:13])=[CH:6][CH:5]=[C:4]([Cl:12])[N:3]=1. The catalyst class is: 4.